From a dataset of Forward reaction prediction with 1.9M reactions from USPTO patents (1976-2016). Predict the product of the given reaction. (1) Given the reactants [N:1]1[CH:6]=[CH:5][CH:4]=[CH:3][C:2]=1[S:7]([CH:10]([NH:22][CH2:23][C:24]1[CH:29]=[CH:28][C:27]([C:30]2[S:31][CH:32]=[CH:33][N:34]=2)=[CH:26][CH:25]=1)[C:11]1[N:16]=[C:15]([NH:17][CH2:18][C:19]([OH:21])=[O:20])[CH:14]=[CH:13][CH:12]=1)(=[O:9])=[O:8].Cl.O1[CH2:41][CH2:40]OCC1, predict the reaction product. The product is: [N:1]1[CH:6]=[CH:5][CH:4]=[CH:3][C:2]=1[S:7]([CH:10]([NH:22][CH2:23][C:24]1[CH:29]=[CH:28][C:27]([C:30]2[S:31][CH:32]=[CH:33][N:34]=2)=[CH:26][CH:25]=1)[C:11]1[N:16]=[C:15]([NH:17][CH2:18][C:19]([O:21][CH2:2][CH2:3][CH2:4][CH2:5][CH2:40][CH3:41])=[O:20])[CH:14]=[CH:13][CH:12]=1)(=[O:9])=[O:8]. (2) Given the reactants [C:1]1([C:26]2[CH:31]=[CH:30][CH:29]=[CH:28][CH:27]=2)[CH:6]=[CH:5][C:4]([O:7][CH2:8][CH2:9][CH2:10][C:11]2[CH:25]=[CH:24][C:14]([O:15][C:16]([CH3:23])([CH3:22])[C:17]([O:19]CC)=[O:18])=[CH:13][CH:12]=2)=[CH:3][CH:2]=1.[Li+].[OH-].C1COCC1, predict the reaction product. The product is: [C:1]1([C:26]2[CH:27]=[CH:28][CH:29]=[CH:30][CH:31]=2)[CH:2]=[CH:3][C:4]([O:7][CH2:8][CH2:9][CH2:10][C:11]2[CH:25]=[CH:24][C:14]([O:15][C:16]([CH3:23])([CH3:22])[C:17]([OH:19])=[O:18])=[CH:13][CH:12]=2)=[CH:5][CH:6]=1.